This data is from Kir2.1 potassium channel HTS with 301,493 compounds. The task is: Binary Classification. Given a drug SMILES string, predict its activity (active/inactive) in a high-throughput screening assay against a specified biological target. (1) The molecule is O(CCCCOc1c(OC)cccc1OC)c1c(OC)cc(cc1)/C=C\C. The result is 0 (inactive). (2) The compound is s1c(N(C(=O)C2CCOC2)C)nnc1c1cc(OC)ccc1. The result is 0 (inactive). (3) The molecule is Clc1c(cc(NC(=O)C\C(=N\NC(=O)c2cc(O)ccc2)C)cc1)C(F)(F)F. The result is 0 (inactive). (4) The drug is s1c(C(=O)Nc2c(OC)cc(NC(=O)c3cc(OC)c(OC)c(OC)c3)cc2)ccc1. The result is 0 (inactive). (5) The molecule is O=C1N(c2c(/C1=N\NC(=O)CNC(=O)Cc1ccccc1)cccc2)CC. The result is 0 (inactive).